Dataset: Forward reaction prediction with 1.9M reactions from USPTO patents (1976-2016). Task: Predict the product of the given reaction. (1) Given the reactants [C:1]([CH2:3][C:4]([NH2:6])=[S:5])#[N:2].[CH3:7][C:8](=O)[CH2:9][C:10](=O)[CH2:11][CH2:12][CH2:13][CH2:14][CH3:15].C(N(CC)CC)C, predict the reaction product. The product is: [CH2:11]([C:10]1[CH:9]=[C:8]([CH3:7])[C:3]([C:1]#[N:2])=[C:4]([SH:5])[N:6]=1)[CH2:12][CH2:13][CH2:14][CH3:15]. (2) Given the reactants [Br:1][C:2]1[CH:3]=[C:4]([CH2:9][CH2:10][CH2:11][C:12]([O:14][CH3:15])=[O:13])[CH:5]=[CH:6][C:7]=1[OH:8].[CH:29]1[CH:34]=[CH:33][C:32](P([C:29]2[CH:34]=[CH:33][CH:32]=[CH:31][CH:30]=2)[C:29]2[CH:34]=[CH:33][CH:32]=[CH:31][CH:30]=2)=[CH:31][CH:30]=1.C1(CO)CCCC1.CC(OC(/N=N/C(OC(C)C)=O)=O)C, predict the reaction product. The product is: [Br:1][C:2]1[CH:3]=[C:4]([CH2:9][CH2:10][CH2:11][C:12]([O:14][CH3:15])=[O:13])[CH:5]=[CH:6][C:7]=1[O:8][CH2:29][CH:34]1[CH2:30][CH2:31][CH2:32][CH2:33]1. (3) Given the reactants [OH:1][CH:2]1[CH2:5][N:4]([C:6]2[S:7][CH:8]=[C:9]([C:11](=[O:18])[NH:12][C@H:13]([CH2:16][OH:17])[CH2:14][CH3:15])[N:10]=2)[CH2:3]1.[Si:19](Cl)([C:22]([CH3:25])([CH3:24])[CH3:23])([CH3:21])[CH3:20].N1C=CN=C1, predict the reaction product. The product is: [Si:19]([O:17][CH2:16][C@@H:13]([NH:12][C:11]([C:9]1[N:10]=[C:6]([N:4]2[CH2:5][CH:2]([OH:1])[CH2:3]2)[S:7][CH:8]=1)=[O:18])[CH2:14][CH3:15])([C:22]([CH3:25])([CH3:24])[CH3:23])([CH3:21])[CH3:20]. (4) Given the reactants [Cl:1][C:2]1[CH:7]=[CH:6][C:5]([CH:8]([C:27]2[CH:32]=[CH:31][C:30]([Cl:33])=[CH:29][CH:28]=2)[N:9]2[CH2:12][C:11](=[CH:13][S:14]([CH2:17][C:18]3[CH:19]=[C:20]([CH:24]=[CH:25][CH:26]=3)[C:21](O)=[O:22])(=[O:16])=[O:15])[CH2:10]2)=[CH:4][CH:3]=1.[NH2:34][CH2:35][CH2:36][CH2:37][N:38]1[CH:42]=[CH:41][N:40]=[CH:39]1, predict the reaction product. The product is: [Cl:1][C:2]1[CH:3]=[CH:4][C:5]([CH:8]([C:27]2[CH:32]=[CH:31][C:30]([Cl:33])=[CH:29][CH:28]=2)[N:9]2[CH2:10][C:11](=[CH:13][S:14]([CH2:17][C:18]3[CH:19]=[C:20]([CH:24]=[CH:25][CH:26]=3)[C:21]([NH:34][CH2:35][CH2:36][CH2:37][N:38]3[CH:42]=[CH:41][N:40]=[CH:39]3)=[O:22])(=[O:15])=[O:16])[CH2:12]2)=[CH:6][CH:7]=1. (5) The product is: [NH2:6][C:7]1[CH:8]=[CH:9][CH:10]=[CH:11][C:1]=1[C:2]([NH:14][CH3:13])=[O:3]. Given the reactants [C:1]12[C:7](=[CH:8][CH:9]=[CH:10][CH:11]=1)[NH:6]C(=O)O[C:2]2=[O:3].[CH3:13][NH2:14].O1CCCC1, predict the reaction product. (6) Given the reactants Cl.O1CCOCC1.[CH2:8]([O:10][C:11]([C:13]1[CH:14]=[N:15][N:16]([C:18]2[N:27](COCC[Si](C)(C)C)[C:26](=[O:36])[C:25]3[C:20](=[CH:21][CH:22]=[C:23]([C:37]4[CH:42]=[CH:41][CH:40]=[CH:39][C:38]=4[CH3:43])[CH:24]=3)[N:19]=2)[CH:17]=1)=[O:12])[CH3:9], predict the reaction product. The product is: [CH2:8]([O:10][C:11]([C:13]1[CH:14]=[N:15][N:16]([C:18]2[NH:27][C:26](=[O:36])[C:25]3[C:20](=[CH:21][CH:22]=[C:23]([C:37]4[CH:42]=[CH:41][CH:40]=[CH:39][C:38]=4[CH3:43])[CH:24]=3)[N:19]=2)[CH:17]=1)=[O:12])[CH3:9].